From a dataset of Peptide-MHC class II binding affinity with 134,281 pairs from IEDB. Regression. Given a peptide amino acid sequence and an MHC pseudo amino acid sequence, predict their binding affinity value. This is MHC class II binding data. (1) The peptide sequence is MASSSSVLLVVALFA. The MHC is HLA-DQA10104-DQB10503 with pseudo-sequence HLA-DQA10104-DQB10503. The binding affinity (normalized) is 0.0302. (2) The peptide sequence is EKKYFAAEQFEPLAA. The MHC is DRB1_0101 with pseudo-sequence DRB1_0101. The binding affinity (normalized) is 0.612. (3) The peptide sequence is MKVVNRWLFRHLARE. The MHC is DRB1_0301 with pseudo-sequence DRB1_0301. The binding affinity (normalized) is 0.541. (4) The peptide sequence is SQDPELSWNLNGLQAY. The MHC is DRB1_0401 with pseudo-sequence DRB1_0401. The binding affinity (normalized) is 0.380. (5) The peptide sequence is NCEALSLVSHIVKWK. The MHC is DRB4_0101 with pseudo-sequence DRB4_0103. The binding affinity (normalized) is 0.487. (6) The peptide sequence is SSYAATEVANAAAAS. The MHC is DRB3_0101 with pseudo-sequence DRB3_0101. The binding affinity (normalized) is 0.209.